Dataset: NCI-60 drug combinations with 297,098 pairs across 59 cell lines. Task: Regression. Given two drug SMILES strings and cell line genomic features, predict the synergy score measuring deviation from expected non-interaction effect. (1) Drug 1: C1CCC(C(C1)N)N.C(=O)(C(=O)[O-])[O-].[Pt+4]. Drug 2: C1C(C(OC1N2C=NC(=NC2=O)N)CO)O. Cell line: IGROV1. Synergy scores: CSS=7.71, Synergy_ZIP=-3.34, Synergy_Bliss=-3.80, Synergy_Loewe=-2.54, Synergy_HSA=-2.50. (2) Drug 1: CNC(=O)C1=CC=CC=C1SC2=CC3=C(C=C2)C(=NN3)C=CC4=CC=CC=N4. Drug 2: C1=CC(=CC=C1CCC2=CNC3=C2C(=O)NC(=N3)N)C(=O)NC(CCC(=O)O)C(=O)O. Cell line: MDA-MB-435. Synergy scores: CSS=15.9, Synergy_ZIP=5.62, Synergy_Bliss=9.47, Synergy_Loewe=-0.342, Synergy_HSA=8.97. (3) Drug 1: CCC1(C2=C(COC1=O)C(=O)N3CC4=CC5=C(C=CC(=C5CN(C)C)O)N=C4C3=C2)O.Cl. Drug 2: COCCOC1=C(C=C2C(=C1)C(=NC=N2)NC3=CC=CC(=C3)C#C)OCCOC.Cl. Cell line: OVCAR-4. Synergy scores: CSS=1.39, Synergy_ZIP=-2.61, Synergy_Bliss=-1.63, Synergy_Loewe=-2.42, Synergy_HSA=-2.22. (4) Drug 1: C1=NC2=C(N=C(N=C2N1C3C(C(C(O3)CO)O)O)F)N. Drug 2: COC1=NC(=NC2=C1N=CN2C3C(C(C(O3)CO)O)O)N. Cell line: HCT-15. Synergy scores: CSS=0.285, Synergy_ZIP=-1.29, Synergy_Bliss=-2.12, Synergy_Loewe=-2.22, Synergy_HSA=-2.21.